Dataset: Kir2.1 potassium channel HTS with 301,493 compounds. Task: Binary Classification. Given a drug SMILES string, predict its activity (active/inactive) in a high-throughput screening assay against a specified biological target. (1) The drug is Brc1cc(c(NC(=O)c2cc(OC)c(OC)c(OC)c2)cc1)C(=O)c1c(Cl)cccc1. The result is 0 (inactive). (2) The molecule is S(=O)(=O)(Nc1nc(nc(c1)C)C)c1ccc(NC(=O)CCCOc2ccc(CC)cc2)cc1. The result is 0 (inactive). (3) The drug is s1c(nnc1N)CC(=O)NCc1ccccc1. The result is 0 (inactive). (4) The molecule is S(c1n(CCNC(=O)C)c(=O)c2c(n1)cccc2)Cc1ccc(cc1)C. The result is 0 (inactive). (5) The result is 0 (inactive). The molecule is O(c1c(N2CCN(CC2)C(=O)/C=C\c2ccc([N+]([O-])=O)cc2)cccc1)CC. (6) The molecule is Fc1c(CN2CC(N(C)C(=O)c3cc(OC)c(OC)c(OC)c3)CCC2)cccc1. The result is 0 (inactive). (7) The result is 0 (inactive). The drug is s1c(C(=O)C(N2CCOCC2)C(N2CCOCC2)c2cc(OC)c(OC)cc2)ccc1.